From a dataset of Forward reaction prediction with 1.9M reactions from USPTO patents (1976-2016). Predict the product of the given reaction. (1) The product is: [CH:5]1([NH:8][C:11](=[O:10])[C:12]2[CH:17]=[CH:16][C:15]([O:18][CH2:19][C:20]3[C:21]([C:27]4[CH:32]=[CH:31][C:30]([F:33])=[C:29]([F:34])[CH:28]=4)=[N:22][O:23][C:24]=3[CH2:25][OH:26])=[N:14][CH:13]=2)[CH2:7][CH2:6]1. Given the reactants C[Al](C)C.[CH:5]1([NH2:8])[CH2:7][CH2:6]1.C[O:10][C:11](=O)[C:12]1[CH:17]=[CH:16][C:15]([O:18][CH2:19][C:20]2[C:21]([C:27]3[CH:32]=[CH:31][C:30]([F:33])=[C:29]([F:34])[CH:28]=3)=[N:22][O:23][C:24]=2[CH2:25][OH:26])=[N:14][CH:13]=1, predict the reaction product. (2) Given the reactants C1(S([N:10]2[C:18]3[C:13](=[CH:14][CH:15]=[C:16]([C:19]([F:22])([F:21])[F:20])[CH:17]=3)[CH:12]=[C:11]2[C:23]([C:25]2[CH:30]=[C:29]([N:31]3[CH2:36][CH2:35][CH2:34][CH2:33][CH2:32]3)[CH:28]=[CH:27][C:26]=2[NH:37][C:38]([C:40]2[CH:41]=[C:42]([CH:51]=[CH:52][CH:53]=2)[CH2:43][S:44][CH2:45][CH2:46][C:47]([O:49][CH3:50])=[O:48])=[O:39])=[O:24])(=O)=O)C=CC=CC=1.[F-].C([N+](CCCC)(CCCC)CCCC)CCC, predict the reaction product. The product is: [N:31]1([C:29]2[CH:28]=[CH:27][C:26]([NH:37][C:38]([C:40]3[CH:41]=[C:42]([CH:51]=[CH:52][CH:53]=3)[CH2:43][S:44][CH2:45][CH2:46][C:47]([O:49][CH3:50])=[O:48])=[O:39])=[C:25]([C:23]([C:11]3[NH:10][C:18]4[C:13]([CH:12]=3)=[CH:14][CH:15]=[C:16]([C:19]([F:21])([F:22])[F:20])[CH:17]=4)=[O:24])[CH:30]=2)[CH2:36][CH2:35][CH2:34][CH2:33][CH2:32]1. (3) The product is: [Cl:1][C:2]1[CH:7]=[CH:6][C:5]([C:8]2[CH:9]=[C:10]([NH2:16])[C:11]([C:14]#[C:15][C:18]3[CH:19]=[CH:20][C:21]([O:22][CH2:23][CH2:24][N:25]4[CH2:26][CH2:27][CH:28]([CH3:31])[CH2:29][CH2:30]4)=[CH:32][CH:33]=3)=[N:12][CH:13]=2)=[CH:4][CH:3]=1. Given the reactants [Cl:1][C:2]1[CH:7]=[CH:6][C:5]([C:8]2[CH:9]=[C:10]([NH2:16])[C:11]([C:14]#[CH:15])=[N:12][CH:13]=2)=[CH:4][CH:3]=1.I[C:18]1[CH:33]=[CH:32][C:21]([O:22][CH2:23][CH2:24][N:25]2[CH2:30][CH2:29][CH:28]([CH3:31])[CH2:27][CH2:26]2)=[CH:20][CH:19]=1, predict the reaction product. (4) Given the reactants [CH:1]1([CH2:6][C@H:7]([NH:29][C:30]([C:32]2[O:33][C:34](Br)=[CH:35][CH:36]=2)=[O:31])[C:8](=[O:28])[NH:9][C@H:10]2[CH2:16][CH2:15][C@@H:14]([CH3:17])[N:13]([S:18]([C:21]3[CH:26]=[CH:25][CH:24]=[CH:23][N:22]=3)(=[O:20])=[O:19])[CH2:12][C:11]2=[O:27])[CH2:5][CH2:4][CH2:3][CH2:2]1.[C:38]([C:41]1[CH:46]=[CH:45][C:44](B(O)O)=[CH:43][CH:42]=1)(=[O:40])[CH3:39].CC(OI1(OC(C)=O)(OC(C)=O)OC(=O)C2C=CC=CC1=2)=O, predict the reaction product. The product is: [CH:1]1([CH2:6][C@H:7]([NH:29][C:30]([C:32]2[O:33][C:34]([C:44]3[CH:45]=[CH:46][C:41]([C:38](=[O:40])[CH3:39])=[CH:42][CH:43]=3)=[CH:35][CH:36]=2)=[O:31])[C:8](=[O:28])[NH:9][C@H:10]2[CH2:16][CH2:15][C@@H:14]([CH3:17])[N:13]([S:18]([C:21]3[CH:26]=[CH:25][CH:24]=[CH:23][N:22]=3)(=[O:20])=[O:19])[CH2:12][C:11]2=[O:27])[CH2:5][CH2:4][CH2:3][CH2:2]1. (5) The product is: [CH3:9][O:10][C:2]1[N:3]=[N:4][C:5]([O:13][CH3:12])=[CH:6][CH:7]=1. Given the reactants Cl[C:2]1[N:3]=[N:4][C:5](Cl)=[CH:6][CH:7]=1.[CH3:9][O-:10].[Na+].[CH3:12][OH:13], predict the reaction product. (6) Given the reactants [OH-].[Na+].[CH3:3][C:4]1([CH3:37])[CH2:9][CH:8]([N:10]2[CH:14]=[C:13]([C:15]3[CH:20]=[C:19]([CH3:21])[CH:18]=[C:17]([NH:22][C:23]4[CH:28]=[C:27]([C:29]([F:32])([F:31])[F:30])[CH:26]=[CH:25][N:24]=4)[N:16]=3)[N:12]=[N:11]2)[CH2:7][CH2:6][CH:5]1[C:33]([O:35]C)=[O:34].O.CO, predict the reaction product. The product is: [CH3:3][C:4]1([CH3:37])[CH2:9][CH:8]([N:10]2[CH:14]=[C:13]([C:15]3[CH:20]=[C:19]([CH3:21])[CH:18]=[C:17]([NH:22][C:23]4[CH:28]=[C:27]([C:29]([F:32])([F:30])[F:31])[CH:26]=[CH:25][N:24]=4)[N:16]=3)[N:12]=[N:11]2)[CH2:7][CH2:6][CH:5]1[C:33]([OH:35])=[O:34].